This data is from Full USPTO retrosynthesis dataset with 1.9M reactions from patents (1976-2016). The task is: Predict the reactants needed to synthesize the given product. Given the product [F:28][C:19]1[CH:20]=[C:21]([C:22]2[CH:23]=[N:24][CH:25]=[CH:26][CH:27]=2)[C:15]2[O:14][CH:13]([CH2:12][NH:30][CH3:29])[CH2:17][C:16]=2[CH:18]=1, predict the reactants needed to synthesize it. The reactants are: CC1C=CC(S(O[CH2:12][CH:13]2[CH2:17][C:16]3[CH:18]=[C:19]([F:28])[CH:20]=[C:21]([C:22]4[CH:23]=[N:24][CH:25]=[CH:26][CH:27]=4)[C:15]=3[O:14]2)(=O)=O)=CC=1.[CH3:29][NH2:30].